From a dataset of Forward reaction prediction with 1.9M reactions from USPTO patents (1976-2016). Predict the product of the given reaction. (1) Given the reactants [F:1][C:2]1[CH:23]=[CH:22][C:5]([CH2:6][NH:7][C:8]2[N:13]=[C:12]([NH:14][CH2:15][C:16]#[CH:17])[N:11]=[C:10]([NH:18][CH2:19][C:20]#[CH:21])[N:9]=2)=[CH:4][CH:3]=1.[ClH:24].C(OCC)C, predict the reaction product. The product is: [ClH:24].[F:1][C:2]1[CH:3]=[CH:4][C:5]([CH2:6][NH:7][C:8]2[N:9]=[C:10]([NH:18][CH2:19][C:20]#[CH:21])[N:11]=[C:12]([NH:14][CH2:15][C:16]#[CH:17])[N:13]=2)=[CH:22][CH:23]=1. (2) The product is: [CH2:3]([N:5]1[CH2:10][CH2:9][N:8]([CH2:11][C:12]2[CH:21]=[CH:20][C:15]([C:16]([OH:18])=[O:17])=[CH:14][C:13]=2[CH3:22])[CH2:7][CH2:6]1)[CH3:4]. Given the reactants [OH-].[Na+].[CH2:3]([N:5]1[CH2:10][CH2:9][N:8]([CH2:11][C:12]2[CH:21]=[CH:20][C:15]([C:16]([O:18]C)=[O:17])=[CH:14][C:13]=2[CH3:22])[CH2:7][CH2:6]1)[CH3:4].Cl, predict the reaction product. (3) Given the reactants [CH:1]1([C:4]2[CH:5]=[C:6]([CH:16]([CH2:20][C@H:21]3[CH2:41][CH2:40][C:23]4([O:27][C@H:26]([C:28]5[CH:33]=[CH:32][CH:31]=[CH:30][CH:29]=5)[C@@H:25]([C:34]5[CH:39]=[CH:38][CH:37]=[CH:36][CH:35]=5)[O:24]4)[CH2:22]3)[C:17](O)=[O:18])[CH:7]=[CH:8][C:9]=2[S:10]([CH:13]2[CH2:15][CH2:14]2)(=[O:12])=[O:11])[CH2:3][CH2:2]1.CC(C)(C)C(Cl)=O.[CH2:49]([C@@H:56]1[CH2:60][O:59][C:58](=[O:61])[NH:57]1)[C:50]1[CH:55]=[CH:54][CH:53]=[CH:52][CH:51]=1.C([Li])CCC.CCCCCC.[OH-].[Na+], predict the reaction product. The product is: [CH2:49]([C@@H:56]1[CH2:60][O:59][C:58](=[O:61])[N:57]1[C:17](=[O:18])[CH:16]([C:6]1[CH:7]=[CH:8][C:9]([S:10]([CH:13]2[CH2:15][CH2:14]2)(=[O:12])=[O:11])=[C:4]([CH:1]2[CH2:2][CH2:3]2)[CH:5]=1)[CH2:20][C@H:21]1[CH2:41][CH2:40][C:23]2([O:27][C@H:26]([C:28]3[CH:29]=[CH:30][CH:31]=[CH:32][CH:33]=3)[C@@H:25]([C:34]3[CH:39]=[CH:38][CH:37]=[CH:36][CH:35]=3)[O:24]2)[CH2:22]1)[C:50]1[CH:51]=[CH:52][CH:53]=[CH:54][CH:55]=1. (4) Given the reactants [CH3:1][CH:2]1[C:7](=[O:8])[CH2:6][CH2:5][CH2:4][C:3]1=[O:9].[NH2:10][C:11]1[C:12]([Cl:24])=[C:13]2[C:18](=[CH:19][CH:20]=1)[CH:17]=[C:16]([C:21]([OH:23])=[O:22])[CH:15]=[CH:14]2, predict the reaction product. The product is: [Cl:24][C:12]1[C:11]([NH:10][C:7]2[CH2:6][CH2:5][CH2:4][C:3](=[O:9])[C:2]=2[CH3:1])=[CH:20][CH:19]=[C:18]2[C:13]=1[CH:14]=[CH:15][C:16]([C:21]([OH:23])=[O:22])=[CH:17]2.[CH3:6][CH2:7][OH:8]. (5) Given the reactants C([O-])(=O)C.[K+].[B:15]1([B:15]2[O:19][C:18]([CH3:21])([CH3:20])[C:17]([CH3:23])([CH3:22])[O:16]2)[O:19][C:18]([CH3:21])([CH3:20])[C:17]([CH3:23])([CH3:22])[O:16]1.Br[C:25]1[CH:30]=[CH:29][C:28]([C:31]([OH:34])([CH3:33])[CH3:32])=[C:27]([F:35])[CH:26]=1.C(Cl)Cl, predict the reaction product. The product is: [F:35][C:27]1[CH:26]=[C:25]([B:15]2[O:16][C:17]([CH3:22])([CH3:23])[C:18]([CH3:20])([CH3:21])[O:19]2)[CH:30]=[CH:29][C:28]=1[C:31]([OH:34])([CH3:32])[CH3:33]. (6) Given the reactants [O:1]([CH2:13][CH:14]=[CH2:15])[C@H:2]1[O:10][C@H:9]([CH2:11][OH:12])[C@H:7]([OH:8])[C@H:5]([OH:6])[C@H:3]1[OH:4].[C:16](Cl)([C:29]1[CH:34]=[CH:33][CH:32]=[CH:31][CH:30]=1)([C:23]1[CH:28]=[CH:27][CH:26]=[CH:25][CH:24]=1)[C:17]1[CH:22]=[CH:21][CH:20]=[CH:19][CH:18]=1, predict the reaction product. The product is: [C:16]([O:12][CH2:11][C@H:9]1[O:10][C@H:2]([O:1][CH2:13][CH:14]=[CH2:15])[C@H:3]([OH:4])[C@@H:5]([OH:6])[C@H:7]1[OH:8])([C:17]1[CH:22]=[CH:21][CH:20]=[CH:19][CH:18]=1)([C:29]1[CH:30]=[CH:31][CH:32]=[CH:33][CH:34]=1)[C:23]1[CH:24]=[CH:25][CH:26]=[CH:27][CH:28]=1.